This data is from Reaction yield outcomes from USPTO patents with 853,638 reactions. The task is: Predict the reaction yield, written as a fraction of the theoretical maximum amount of product (1.0 means a 100% yield; for example, 0.34 means a 34% yield). (1) The reactants are [C:1]([C:4]1[S:5][C:6](Cl)=[CH:7][CH:8]=1)(=O)C.[Cl:10][C:11]1[S:15][C:14]([C:16]([CH2:18][C:19]#[N:20])=[O:17])=[CH:13][CH:12]=1.[CH2:21]([N:28]1CCC(=O)CC1)[C:22]1[CH:27]=[CH:26][CH:25]=[CH:24][CH:23]=1.N1CCOCC1.[S]. No catalyst specified. The product is [NH2:20][C:19]1[S:5][C:4]2[CH2:1][N:28]([CH2:21][C:22]3[CH:27]=[CH:26][CH:25]=[CH:24][CH:23]=3)[CH2:6][CH2:7][C:8]=2[C:18]=1[C:16]([C:14]1[S:15][C:11]([Cl:10])=[CH:12][CH:13]=1)=[O:17]. The yield is 0.630. (2) The reactants are [CH2:1]([N:3]([CH2:15][CH3:16])[C:4]([C:6]1[CH2:11][CH:10]([CH3:12])[CH2:9][CH:8](Br)[C:7]=1O)=[O:5])[CH3:2].[CH2:17]([O:24][CH2:25][CH2:26][NH:27][C:28]1[CH:33]=[CH:32][CH:31]=[CH:30][CH:29]=1)[C:18]1[CH:23]=[CH:22][CH:21]=[CH:20][CH:19]=1. The catalyst is CC(O)C.[Cl-].[Zn+2].[Cl-]. The product is [CH2:1]([N:3]([CH2:15][CH3:16])[C:4]([CH:6]1[C:7]2[C:33]3[C:28](=[CH:29][CH:30]=[CH:31][CH:32]=3)[N:27]([CH2:26][CH2:25][O:24][CH2:17][C:18]3[CH:23]=[CH:22][CH:21]=[CH:20][CH:19]=3)[C:8]=2[CH2:9][CH:10]([CH3:12])[CH2:11]1)=[O:5])[CH3:2]. The yield is 0.0800.